This data is from Forward reaction prediction with 1.9M reactions from USPTO patents (1976-2016). The task is: Predict the product of the given reaction. (1) Given the reactants [Br:1][C:2]1[CH:7]=[CH:6][C:5]([S:8]([NH:11][CH2:12][C@H:13]2[CH2:18][CH2:17][C@H:16]([C:19]([NH2:21])=O)[CH2:15][CH2:14]2)(=[O:10])=[O:9])=[C:4]([O:22][C:23]([F:26])([F:25])[F:24])[CH:3]=1, predict the reaction product. The product is: [NH2:21][CH2:19][C@H:16]1[CH2:15][CH2:14][C@H:13]([CH2:12][NH:11][S:8]([C:5]2[CH:6]=[CH:7][C:2]([Br:1])=[CH:3][C:4]=2[O:22][C:23]([F:25])([F:26])[F:24])(=[O:10])=[O:9])[CH2:18][CH2:17]1. (2) Given the reactants [CH2:1]([O:8][C:9]1[CH:14]=[CH:13][C:12]([C:15]2[CH:20]=[CH:19][C:18]([OH:21])=[C:17]([C:22]([OH:24])=[O:23])[CH:16]=2)=[CH:11][CH:10]=1)[C:2]1[CH:7]=[CH:6][CH:5]=[CH:4][CH:3]=1.C(=O)(O)[O-].[K+].Br[CH2:31][CH2:32][O:33][CH2:34][C:35]1[CH:40]=[CH:39][CH:38]=[CH:37][CH:36]=1, predict the reaction product. The product is: [CH2:34]([O:33][CH2:32][CH2:31][O:23][C:22]([C:17]1[CH:16]=[C:15]([C:12]2[CH:11]=[CH:10][C:9]([O:8][CH2:1][C:2]3[CH:7]=[CH:6][CH:5]=[CH:4][CH:3]=3)=[CH:14][CH:13]=2)[CH:20]=[CH:19][C:18]=1[OH:21])=[O:24])[C:35]1[CH:40]=[CH:39][CH:38]=[CH:37][CH:36]=1. (3) Given the reactants [CH2:1]([N:8]1[CH2:23][CH2:22][C:11]2[N:12]=[CH:13][N:14]=[C:15]([O:16][C@H:17]3[CH2:21][CH2:20][NH:19][CH2:18]3)[C:10]=2[CH2:9]1)[C:2]1[CH:7]=[CH:6][CH:5]=[CH:4][CH:3]=1.[O:24]1[CH2:29][CH2:28][CH:27]([C:30](Cl)=[O:31])[CH2:26][CH2:25]1.CCN(CC)CC, predict the reaction product. The product is: [CH2:1]([N:8]1[CH2:23][CH2:22][C:11]2[N:12]=[CH:13][N:14]=[C:15]([O:16][C@H:17]3[CH2:21][CH2:20][N:19]([C:30]([CH:27]4[CH2:28][CH2:29][O:24][CH2:25][CH2:26]4)=[O:31])[CH2:18]3)[C:10]=2[CH2:9]1)[C:2]1[CH:7]=[CH:6][CH:5]=[CH:4][CH:3]=1. (4) Given the reactants [O:1]=[S:2]1(=[O:13])[CH2:6][CH2:5][C:4]2[CH:7]=[C:8]([CH2:11][OH:12])[CH:9]=[CH:10][C:3]1=2.C(Cl)Cl, predict the reaction product. The product is: [O:1]=[S:2]1(=[O:13])[CH2:6][CH2:5][C:4]2[CH:7]=[C:8]([CH2:11][O:12][S:2]([CH3:3])(=[O:13])=[O:1])[CH:9]=[CH:10][C:3]1=2.